Dataset: Catalyst prediction with 721,799 reactions and 888 catalyst types from USPTO. Task: Predict which catalyst facilitates the given reaction. (1) Reactant: [F:1][C:2]1[CH:25]=[CH:24][CH:23]=[C:22]([F:26])[C:3]=1[O:4][CH:5]1[CH2:10][CH2:9][CH:8]([CH2:11][O:12][C:13]2[CH:20]=[CH:19][CH:18]=[C:17](F)[C:14]=2[C:15]#[N:16])[CH2:7][CH2:6]1.C(=O)(O)O.[NH2:31][C:32]([NH2:34])=[NH:33]. Product: [F:1][C:2]1[CH:25]=[CH:24][CH:23]=[C:22]([F:26])[C:3]=1[O:4][CH:5]1[CH2:10][CH2:9][CH:8]([CH2:11][O:12][C:13]2[CH:20]=[CH:19][CH:18]=[C:17]3[C:14]=2[C:15]([NH2:16])=[N:31][C:32]([NH2:34])=[N:33]3)[CH2:7][CH2:6]1. The catalyst class is: 44. (2) Reactant: [CH3:1][N:2]([CH2:4][C:5]1[CH:6]=[C:7]([NH:11][C:12]([C@H:14]([NH:26][C:27]([N:29]2[CH2:34][CH2:33][N:32](C(OC(C)(C)C)=O)[CH2:31][CH2:30]2)=[O:28])[C@H:15]([C:17]2[C:25]3[C:20](=[CH:21][CH:22]=[CH:23][CH:24]=3)[NH:19][CH:18]=2)[CH3:16])=[O:13])[CH:8]=[CH:9][CH:10]=1)[CH3:3].Cl.O1CCOCC1.C(=O)([O-])O.[Na+].C(OCC)(=O)C. Product: [CH3:1][N:2]([CH2:4][C:5]1[CH:6]=[C:7]([NH:11][C:12]([C@H:14]([NH:26][C:27]([N:29]2[CH2:34][CH2:33][NH:32][CH2:31][CH2:30]2)=[O:28])[C@H:15]([C:17]2[C:25]3[C:20](=[CH:21][CH:22]=[CH:23][CH:24]=3)[NH:19][CH:18]=2)[CH3:16])=[O:13])[CH:8]=[CH:9][CH:10]=1)[CH3:3]. The catalyst class is: 12. (3) Reactant: C([O:4][CH:5]1[CH:17]=[CH:16][C:15]2[C:14]3[C:9](=[CH:10][C:11]([O:18]C(=O)C)=[CH:12][CH:13]=3)[C:8]([CH3:23])([CH3:22])[C:7]=2[C:6]1=[O:24])(=O)C.O.[OH-].[Li+].Cl. Product: [OH:4][CH:5]1[CH:17]=[CH:16][C:15]2[C:14]3[C:9](=[CH:10][C:11]([OH:18])=[CH:12][CH:13]=3)[C:8]([CH3:22])([CH3:23])[C:7]=2[C:6]1=[O:24]. The catalyst class is: 196. (4) Reactant: [F:1][C:2]1[CH:7]=[C:6]([CH3:8])[CH:5]=[CH:4][C:3]=1[C:9](=[S:11])[NH2:10].Cl[CH:13]([C:19](=O)[CH3:20])[C:14]([O:16][CH2:17][CH3:18])=[O:15]. Product: [F:1][C:2]1[CH:7]=[C:6]([CH3:8])[CH:5]=[CH:4][C:3]=1[C:9]1[S:11][C:13]([C:14]([O:16][CH2:17][CH3:18])=[O:15])=[C:19]([CH3:20])[N:10]=1. The catalyst class is: 8. (5) Reactant: [Br:1][C:2]1[C:10]2[C:5](=[N:6][CH:7]=[CH:8][C:9]=2[Cl:11])[NH:4][CH:3]=1.[H-].[Na+].[C:14]1([S:20](Cl)(=[O:22])=[O:21])[CH:19]=[CH:18][CH:17]=[CH:16][CH:15]=1. Product: [Br:1][C:2]1[C:10]2[C:5](=[N:6][CH:7]=[CH:8][C:9]=2[Cl:11])[N:4]([S:20]([C:14]2[CH:19]=[CH:18][CH:17]=[CH:16][CH:15]=2)(=[O:22])=[O:21])[CH:3]=1. The catalyst class is: 1.